From a dataset of Reaction yield outcomes from USPTO patents with 853,638 reactions. Predict the reaction yield, written as a fraction of the theoretical maximum amount of product (1.0 means a 100% yield; for example, 0.34 means a 34% yield). The reactants are [CH3:1][C:2]([CH3:52])([CH3:51])/[CH:3]=[CH:4]/[C@H:5]1[O:10]C(C)(C)[O:8][C@@H:7]([C@@H:13]([O:48][CH3:49])[C:14]([NH:16][C@@H:17]2[C:23](=[O:24])[N:22]([CH2:25][C:26]3[CH:27]=[N:28][CH:29]=[CH:30][CH:31]=3)[CH2:21][C@H:20]([O:32][C:33](=[O:47])[CH2:34][CH2:35][CH2:36][CH2:37][CH2:38][CH2:39][CH2:40][CH2:41][CH2:42][CH2:43][CH2:44][CH2:45][CH3:46])[CH2:19][CH2:18]2)=[O:15])[C@@H:6]1[OH:50]. The catalyst is C(O)(C(F)(F)F)=O.C1COCC1.O. The product is [O:24]=[C:23]1[N:22]([CH2:25][C:26]2[CH:27]=[N:28][CH:29]=[CH:30][CH:31]=2)[CH2:21][C@H:20]([O:32][C:33](=[O:47])[CH2:34][CH2:35][CH2:36][CH2:37][CH2:38][CH2:39][CH2:40][CH2:41][CH2:42][CH2:43][CH2:44][CH2:45][CH3:46])[CH2:19][CH2:18][C@@H:17]1[NH:16][C:14](=[O:15])[C@H:13]([O:48][CH3:49])[C@H:7]([OH:8])[C@@H:6]([OH:50])[C@H:5]([OH:10])/[CH:4]=[CH:3]/[C:2]([CH3:1])([CH3:51])[CH3:52]. The yield is 0.707.